Dataset: Full USPTO retrosynthesis dataset with 1.9M reactions from patents (1976-2016). Task: Predict the reactants needed to synthesize the given product. (1) Given the product [CH3:1][O:2][C:3]1[C:21]([O:22][CH3:23])=[CH:20][C:6]2[N:7]([C:10]3[S:14][C:13]([C:15]([O:17][CH3:18])=[O:16])=[C:12]([O:19][CH2:28][C:27]4[CH:30]=[CH:31][CH:32]=[CH:33][C:26]=4[C:25]([F:24])([F:34])[F:35])[CH:11]=3)[CH:8]=[N:9][C:5]=2[CH:4]=1, predict the reactants needed to synthesize it. The reactants are: [CH3:1][O:2][C:3]1[C:21]([O:22][CH3:23])=[CH:20][C:6]2[N:7]([C:10]3[S:14][C:13]([C:15]([O:17][CH3:18])=[O:16])=[C:12]([OH:19])[CH:11]=3)[CH:8]=[N:9][C:5]=2[CH:4]=1.[F:24][C:25]([F:35])([F:34])[C:26]1[CH:33]=[CH:32][CH:31]=[CH:30][C:27]=1[CH2:28]Br. (2) Given the product [C:22]1([C:12]2[C:13]3[C:18](=[CH:17][CH:16]=[CH:15][CH:14]=3)[NH:10][CH:11]=2)[CH:27]=[CH:26][CH:25]=[CH:24][CH:23]=1, predict the reactants needed to synthesize it. The reactants are: C1(S([N:10]2[C:18]3[C:13](=[CH:14][CH:15]=[CH:16][CH:17]=3)[C:12](Br)=[CH:11]2)(=O)=O)C=CC=CC=1.C([C:22]1[CH:27]=[CH:26][CH:25]=[CH:24][C:23]=1B(O)O)#N. (3) Given the product [Cl:9][C:10]1[CH:15]=[C:14]([O:16][CH3:17])[CH:13]=[C:12]([Cl:18])[C:11]=1[C:5](=[O:7])[CH3:6], predict the reactants needed to synthesize it. The reactants are: [Cl-].[Al+3].[Cl-].[Cl-].[C:5](Cl)(=[O:7])[CH3:6].[Cl:9][C:10]1[CH:15]=[C:14]([O:16][CH3:17])[CH:13]=[C:12]([Cl:18])[CH:11]=1.C([O-])(O)=O.[Na+].